From a dataset of Full USPTO retrosynthesis dataset with 1.9M reactions from patents (1976-2016). Predict the reactants needed to synthesize the given product. Given the product [CH2:20]([NH:24][C:17]([C:15]1[CH:16]=[C:11]([C:5]2[CH:4]=[C:3]([CH2:1][CH3:2])[C:8](=[O:9])[NH:7][C:6]=2[CH3:10])[CH:12]=[N:13][CH:14]=1)=[O:19])[CH2:21][CH2:22][CH3:23], predict the reactants needed to synthesize it. The reactants are: [CH2:1]([C:3]1[C:8](=[O:9])[NH:7][C:6]([CH3:10])=[C:5]([C:11]2[CH:12]=[N:13][CH:14]=[C:15]([C:17]([OH:19])=O)[CH:16]=2)[CH:4]=1)[CH3:2].[CH2:20]([NH2:24])[CH2:21][CH2:22][CH3:23].